This data is from Forward reaction prediction with 1.9M reactions from USPTO patents (1976-2016). The task is: Predict the product of the given reaction. Given the reactants [Cl:1][C:2]1[CH:3]=[C:4]([CH:14]=[CH:15][C:16]=1[Cl:17])[CH2:5][N:6]1[CH2:11][CH2:10][O:9][CH:8]([CH2:12][NH2:13])[CH2:7]1.[N:18]([C:21]1[CH:29]=[CH:28][C:24]([N:25]([CH3:27])[CH3:26])=[CH:23][CH:22]=1)=[C:19]=[O:20], predict the reaction product. The product is: [Cl:1][C:2]1[CH:3]=[C:4]([CH:14]=[CH:15][C:16]=1[Cl:17])[CH2:5][N:6]1[CH2:11][CH2:10][O:9][CH:8]([CH2:12][NH:13][C:19]([NH:18][C:21]2[CH:29]=[CH:28][C:24]([N:25]([CH3:27])[CH3:26])=[CH:23][CH:22]=2)=[O:20])[CH2:7]1.